From a dataset of Catalyst prediction with 721,799 reactions and 888 catalyst types from USPTO. Predict which catalyst facilitates the given reaction. Reactant: [Cl:1][C:2]1[CH:11]=[C:10]2[C:5]([CH2:6][CH2:7][C:8](=[O:12])[NH:9]2)=[CH:4][CH:3]=1.[Br:13]N1C(=O)CCC1=O. Product: [Br:13][C:3]1[CH:4]=[C:5]2[C:10](=[CH:11][C:2]=1[Cl:1])[NH:9][C:8](=[O:12])[CH2:7][CH2:6]2. The catalyst class is: 35.